Dataset: Peptide-MHC class II binding affinity with 134,281 pairs from IEDB. Task: Regression. Given a peptide amino acid sequence and an MHC pseudo amino acid sequence, predict their binding affinity value. This is MHC class II binding data. (1) The peptide sequence is NIRQAGVQY. The binding affinity (normalized) is 0. The MHC is HLA-DQA10301-DQB10302 with pseudo-sequence HLA-DQA10301-DQB10302. (2) The peptide sequence is VILLNYVLKSLTR. The MHC is DRB1_0401 with pseudo-sequence DRB1_0401. The binding affinity (normalized) is 0.479. (3) The peptide sequence is INEPMAAAIAYGLDR. The MHC is HLA-DQA10401-DQB10402 with pseudo-sequence HLA-DQA10401-DQB10402. The binding affinity (normalized) is 0.567. (4) The peptide sequence is GSFIIDGKSRKECPF. The MHC is DRB4_0103 with pseudo-sequence DRB4_0103. The binding affinity (normalized) is 0.664. (5) The peptide sequence is AAATAGTTFYGAFAA. The MHC is HLA-DPA10103-DPB10401 with pseudo-sequence HLA-DPA10103-DPB10401. The binding affinity (normalized) is 0.313. (6) The peptide sequence is KNPLKFDNTYFTELL. The MHC is DRB1_0401 with pseudo-sequence DRB1_0401. The binding affinity (normalized) is 0.724. (7) The binding affinity (normalized) is 0.361. The MHC is HLA-DPA10103-DPB10401 with pseudo-sequence HLA-DPA10103-DPB10401. The peptide sequence is YGRIAECILGMNPSR. (8) The binding affinity (normalized) is 0.0436. The MHC is DRB1_0401 with pseudo-sequence DRB1_0401. The peptide sequence is LKNCVDAKMTEEDKE. (9) The peptide sequence is WFLPSIRAANVMAAS. The MHC is HLA-DQA10501-DQB10402 with pseudo-sequence HLA-DQA10501-DQB10402. The binding affinity (normalized) is 0.680. (10) The peptide sequence is SRPYNIYPHGITDVHPLYSR. The MHC is DRB1_1104 with pseudo-sequence DRB1_1104. The binding affinity (normalized) is 0.194.